From a dataset of Merck oncology drug combination screen with 23,052 pairs across 39 cell lines. Regression. Given two drug SMILES strings and cell line genomic features, predict the synergy score measuring deviation from expected non-interaction effect. (1) Drug 1: NC1(c2ccc(-c3nc4ccn5c(=O)[nH]nc5c4cc3-c3ccccc3)cc2)CCC1. Drug 2: Cn1cc(-c2cnn3c(N)c(Br)c(C4CCCNC4)nc23)cn1. Cell line: NCIH460. Synergy scores: synergy=0.456. (2) Drug 1: CN1C(=O)C=CC2(C)C3CCC4(C)C(NC(=O)OCC(F)(F)F)CCC4C3CCC12. Drug 2: CN(C)C(=N)N=C(N)N. Cell line: T47D. Synergy scores: synergy=32.4.